Dataset: Full USPTO retrosynthesis dataset with 1.9M reactions from patents (1976-2016). Task: Predict the reactants needed to synthesize the given product. (1) Given the product [Cl:25][C:26]1[N:34]=[CH:33][C:32]([Cl:35])=[CH:31][C:27]=1[C:28]([NH:1][C:2]1[CH:23]=[CH:22][C:5]([O:6][C:7]2[CH:16]=[CH:15][N:14]=[C:13]3[C:8]=2[C:9]2[CH:21]=[CH:20][CH:19]=[CH:18][C:10]=2[C:11](=[O:17])[NH:12]3)=[CH:4][C:3]=1[F:24])=[O:29], predict the reactants needed to synthesize it. The reactants are: [NH2:1][C:2]1[CH:23]=[CH:22][C:5]([O:6][C:7]2[CH:16]=[CH:15][N:14]=[C:13]3[C:8]=2[C:9]2[CH:21]=[CH:20][CH:19]=[CH:18][C:10]=2[C:11](=[O:17])[NH:12]3)=[CH:4][C:3]=1[F:24].[Cl:25][C:26]1[N:34]=[CH:33][C:32]([Cl:35])=[CH:31][C:27]=1[C:28](Cl)=[O:29]. (2) Given the product [F:1][C:2]1[CH:7]=[C:6]([F:8])[CH:5]=[CH:4][C:3]=1[C:9]1([C:23]2[CH:28]=[CH:27][C:26]([F:29])=[CH:25][C:24]=2[F:30])[O:13][C:12]2[CH:14]=[C:15]([F:22])[C:16]([S:18]([N:31]3[CH2:35][CH2:34][CH2:33][CH2:32]3)(=[O:20])=[O:19])=[CH:17][C:11]=2[O:10]1, predict the reactants needed to synthesize it. The reactants are: [F:1][C:2]1[CH:7]=[C:6]([F:8])[CH:5]=[CH:4][C:3]=1[C:9]1([C:23]2[CH:28]=[CH:27][C:26]([F:29])=[CH:25][C:24]=2[F:30])[O:13][C:12]2[CH:14]=[C:15]([F:22])[C:16]([S:18](Cl)(=[O:20])=[O:19])=[CH:17][C:11]=2[O:10]1.[NH:31]1[CH2:35][CH2:34][CH2:33][CH2:32]1. (3) Given the product [N:1]1([CH2:5][CH2:6][N:7]2[CH:11]=[C:10]([C:48]3[CH:53]=[CH:52][N:51]=[C:50]([O:54][CH3:55])[CH:49]=3)[N:9]=[C:8]2[CH:22]2[CH2:23][CH2:24][N:25]([C:28]3[N:33]=[CH:32][N:31]=[C:30]([NH2:34])[C:29]=3[CH2:35][CH3:36])[CH2:26][CH2:27]2)[CH2:2][CH2:3][CH2:4]1, predict the reactants needed to synthesize it. The reactants are: [N:1]1([CH2:5][CH2:6][N:7]2[CH:11]=[C:10](C3C=NC=C(C(F)(F)F)C=3)[N:9]=[C:8]2[CH:22]2[CH2:27][CH2:26][N:25]([C:28]3[N:33]=[CH:32][N:31]=[C:30]([NH2:34])[C:29]=3[CH2:35][CH3:36])[CH2:24][CH2:23]2)[CH2:4][CH2:3][CH2:2]1.N1(CCN2C=C([C:48]3[CH:53]=[CH:52][N:51]=[C:50]([O:54][CH3:55])[CH:49]=3)N=C2C2CCNCC2)CCC1. (4) Given the product [ClH:1].[CH2:2]([N:23]([CH2:22][CH2:21][CH2:20][C@H:19]([NH2:34])[C:18]([N:14]([CH2:13][CH2:12][NH:11][C:10]([O:9][CH2:2][C:3]1[CH:4]=[CH:5][CH:6]=[CH:7][CH:8]=1)=[O:43])[CH2:15][CH2:16][OH:17])=[O:42])[C:24](=[O:25])[OH:26])[C:3]1[CH:8]=[CH:7][CH:6]=[CH:5][CH:4]=1, predict the reactants needed to synthesize it. The reactants are: [ClH:1].[CH2:2]([O:9][C:10](=[O:43])[NH:11][CH2:12][CH2:13][N:14]([C:18](=[O:42])[C@@H:19]([NH:34]C(OC(C)(C)C)=O)[CH2:20][CH2:21][CH2:22][NH:23][C:24]([O:26]CC1C=CC=CC=1)=[O:25])[CH2:15][CH2:16][OH:17])[C:3]1[CH:8]=[CH:7][CH:6]=[CH:5][CH:4]=1. (5) Given the product [CH2:1]([O:8][C@@H:9]1[C@@H:15]([O:16][CH2:17][C:18]2[CH:23]=[CH:22][CH:21]=[CH:20][CH:19]=2)[C@H:14]([O:24][CH2:25][C:26]2[CH:27]=[CH:28][CH:29]=[CH:30][CH:31]=2)[C@@H:13]([CH2:32][O:33][CH2:34][C:35]2[CH:36]=[CH:37][CH:38]=[CH:39][CH:40]=2)[O:12][CH:10]1[O:11][CH2:54][C:53]([OH:65])=[O:52])[C:2]1[CH:3]=[CH:4][CH:5]=[CH:6][CH:7]=1, predict the reactants needed to synthesize it. The reactants are: [CH2:1]([O:8][C@@H:9]1[C@@H:15]([O:16][CH2:17][C:18]2[CH:23]=[CH:22][CH:21]=[CH:20][CH:19]=2)[C@H:14]([O:24][CH2:25][C:26]2[CH:31]=[CH:30][CH:29]=[CH:28][CH:27]=2)[C@@H:13]([CH2:32][O:33][CH2:34][C:35]2[CH:40]=[CH:39][CH:38]=[CH:37][CH:36]=2)[O:12][CH:10]1[OH:11])[C:2]1[CH:7]=[CH:6][CH:5]=[CH:4][CH:3]=1.C1CN2C(=NCCC2)C1.C([O:52][C:53](=[O:65])[CH2:54]CCCCCCCCCBr)C.COC(C)(C)C.